From a dataset of Peptide-MHC class II binding affinity with 134,281 pairs from IEDB. Regression. Given a peptide amino acid sequence and an MHC pseudo amino acid sequence, predict their binding affinity value. This is MHC class II binding data. The peptide sequence is SQFLELSWNLNGLQAY. The MHC is HLA-DQA10101-DQB10501 with pseudo-sequence HLA-DQA10101-DQB10501. The binding affinity (normalized) is 0.574.